Dataset: Full USPTO retrosynthesis dataset with 1.9M reactions from patents (1976-2016). Task: Predict the reactants needed to synthesize the given product. (1) Given the product [CH3:55][N:54]1[CH:48]2[CH2:49][CH2:50][CH2:51][CH:52]1[CH2:53][CH:46]([NH:45][C:18]([C:16]1[CH:17]=[C:3]([O:2][CH3:1])[CH:4]=[C:5]3[O:9][C:8]([C:10]4[CH:11]=[CH:12][CH:13]=[CH:14][CH:15]=4)=[N:7][C:6]=13)=[O:20])[CH2:47]2, predict the reactants needed to synthesize it. The reactants are: [CH3:1][O:2][C:3]1[CH:4]=[C:5]2[O:9][C:8]([C:10]3[CH:15]=[CH:14][CH:13]=[CH:12][CH:11]=3)=[N:7][C:6]2=[C:16]([C:18]([OH:20])=O)[CH:17]=1.Cl.C(N=C=NCCCN(C)C)C.ON1C2C=CC=CC=2N=N1.Cl.Cl.[NH2:45][CH:46]1[CH2:53][CH:52]2[N:54]([CH3:55])[CH:48]([CH2:49][CH2:50][CH2:51]2)[CH2:47]1.C(N(CC)CC)C. (2) Given the product [C:1]([C:5]1[N:6]=[CH:7][C:8]([CH:9]([NH2:10])[CH3:17])=[C:11]([CH3:13])[CH:12]=1)([CH3:4])([CH3:3])[CH3:2], predict the reactants needed to synthesize it. The reactants are: [C:1]([C:5]1[CH:12]=[C:11]([CH3:13])[C:8]([C:9]#[N:10])=[CH:7][N:6]=1)([CH3:4])([CH3:3])[CH3:2].C[Mg+].[Br-].[C:17]1(C)C=CC=CC=1.C1COCC1.[BH4-].[Na+]. (3) Given the product [Cl:19][C:20]1[CH:25]=[C:24]([C:2]2[CH:3]=[N:4][CH:5]=[C:6]3[C:11]=2[N:10]=[C:9]([C:12]([NH:14][CH2:15][CH2:16][O:17][CH3:18])=[O:13])[CH:8]=[CH:7]3)[CH:23]=[CH:22][CH:21]=1, predict the reactants needed to synthesize it. The reactants are: Br[C:2]1[CH:3]=[N:4][CH:5]=[C:6]2[C:11]=1[N:10]=[C:9]([C:12]([NH:14][CH2:15][CH2:16][O:17][CH3:18])=[O:13])[CH:8]=[CH:7]2.[Cl:19][C:20]1[CH:21]=[C:22](B(O)O)[CH:23]=[CH:24][CH:25]=1.C(=O)([O-])[O-].[Cs+].[Cs+]. (4) Given the product [CH2:33]([N:29]1[CH:28]=[C:27]2[C:31]([CH:32]=[C:24]([C:8]3[CH:9]=[C:10]([C:11]4[CH2:16][CH2:15][CH2:14][N:13]([C:17](=[O:22])[CH2:18][N:19]([CH3:20])[CH3:21])[CH:12]=4)[N:6]4[C:7]=3[C:2]([NH2:1])=[N:3][CH:4]=[N:5]4)[CH:25]=[CH:26]2)=[N:30]1)[C:34]1[CH:35]=[CH:36][CH:37]=[CH:38][CH:39]=1, predict the reactants needed to synthesize it. The reactants are: [NH2:1][C:2]1[C:7]2=[C:8]([C:24]3[CH:25]=[CH:26][C:27]4[C:31]([CH:32]=3)=[N:30][N:29]([CH2:33][C:34]3[CH:39]=[CH:38][CH:37]=[CH:36][CH:35]=3)[CH:28]=4)[CH:9]=[C:10]([C:11]3(O)[CH2:16][CH2:15][CH2:14][N:13]([C:17](=[O:22])[CH2:18][N:19]([CH3:21])[CH3:20])[CH2:12]3)[N:6]2[N:5]=[CH:4][N:3]=1.C(N(CC)C(C)C)(C)C.FC(F)(F)C(OC(=O)C(F)(F)F)=O.[OH-].[Na+]. (5) The reactants are: [F:1][C:2]([F:37])([F:36])[C:3]1[CH:4]=[C:5]([CH:33]=[CH:34][CH:35]=1)[C:6]([NH:8][CH2:9][C:10]([NH:12][CH:13]1[CH2:16][N:15]([CH:17]2[CH2:22][CH2:21][CH:20]([C:23]3[CH:28]=[CH:27][C:26]([CH2:29][C:30](O)=[O:31])=[CH:25][CH:24]=3)[CH2:19][CH2:18]2)[CH2:14]1)=[O:11])=[O:7].CC[N:40]=C=NCCCN(C)C.C1C=CC2N(O)N=NC=2C=1.N. Given the product [C:30]([CH2:29][C:26]1[CH:25]=[CH:24][C:23]([CH:20]2[CH2:21][CH2:22][CH:17]([N:15]3[CH2:16][CH:13]([NH:12][C:10]([CH2:9][NH:8][C:6](=[O:7])[C:5]4[CH:33]=[CH:34][CH:35]=[C:3]([C:2]([F:1])([F:36])[F:37])[CH:4]=4)=[O:11])[CH2:14]3)[CH2:18][CH2:19]2)=[CH:28][CH:27]=1)(=[O:31])[NH2:40], predict the reactants needed to synthesize it.